The task is: Predict which catalyst facilitates the given reaction.. This data is from Catalyst prediction with 721,799 reactions and 888 catalyst types from USPTO. (1) Reactant: C[O:2][C:3](=[O:13])[C:4]1[CH:9]=[CH:8][C:7]([F:10])=[C:6]([O:11][CH3:12])[CH:5]=1.O.[OH-].[Li+]. Product: [F:10][C:7]1[CH:8]=[CH:9][C:4]([C:3]([OH:13])=[O:2])=[CH:5][C:6]=1[O:11][CH3:12]. The catalyst class is: 30. (2) Reactant: Cl[C:2]1[CH:3]=[C:4]2[C:13](=[CH:14][N:15]=1)[C:12]1[N:8]([CH:9]=[C:10]([C:16]3[CH:21]=[CH:20][CH:19]=[CH:18][N:17]=3)[N:11]=1)[CH2:7][CH2:6][O:5]2.[NH:22]1[CH2:26][CH2:25][CH2:24][CH:23]1[CH2:27][N:28]1[CH2:33][CH2:32][CH2:31][CH2:30][CH2:29]1. Product: [N:28]1([CH2:27][CH:23]2[CH2:24][CH2:25][CH2:26][N:22]2[C:2]2[N:15]=[CH:14][C:13]3[C:12]4[N:8]([CH:9]=[C:10]([C:16]5[CH:21]=[CH:20][CH:19]=[CH:18][N:17]=5)[N:11]=4)[CH2:7][CH2:6][O:5][C:4]=3[CH:3]=2)[CH2:33][CH2:32][CH2:31][CH2:30][CH2:29]1. The catalyst class is: 37. (3) Reactant: [Cl:1][C:2]1[CH:7]=[CH:6][CH:5]=[C:4]([Cl:8])[C:3]=1[C:9]1[NH:13][C:12](=[O:14])[N:11]([C:15]2[CH:24]=[CH:23][C:18]([C:19](OC)=[O:20])=[C:17]([O:25][CH3:26])[CH:16]=2)[N:10]=1.[NH2:27][C:28]1[CH:29]=[C:30]([CH:38]=[CH:39][C:40]=1[Cl:41])[CH2:31][NH:32][C:33]([CH:35]1[CH2:37][CH2:36]1)=[O:34].C[Al](C)C. Product: [Cl:41][C:40]1[CH:39]=[CH:38][C:30]([CH2:31][NH:32][C:33]([CH:35]2[CH2:36][CH2:37]2)=[O:34])=[CH:29][C:28]=1[NH:27][C:19](=[O:20])[C:18]1[CH:23]=[CH:24][C:15]([N:11]2[C:12](=[O:14])[NH:13][C:9]([C:3]3[C:4]([Cl:8])=[CH:5][CH:6]=[CH:7][C:2]=3[Cl:1])=[N:10]2)=[CH:16][C:17]=1[O:25][CH3:26]. The catalyst class is: 11. (4) Reactant: C([Si](C)(C)[O:6][CH2:7][C:8]([C:25]1[CH:30]=[CH:29][C:28]([F:31])=[C:27]([F:32])[CH:26]=1)=[C:9]([C:15]1[CH:20]=[CH:19][C:18]([S:21]([CH3:24])(=[O:23])=[O:22])=[CH:17][CH:16]=1)[CH2:10][O:11][C:12](=[O:14])[CH3:13])(C)(C)C.C(Cl)Cl.CC(OI1(OC(C)=O)(OC(C)=O)OC(=O)C2C=CC=CC1=2)=[O:40].[O-]Cl=O.[Na+]. Product: [C:12]([O:11][CH2:10][C:9]([C:15]1[CH:16]=[CH:17][C:18]([S:21]([CH3:24])(=[O:22])=[O:23])=[CH:19][CH:20]=1)=[C:8]([C:25]1[CH:30]=[CH:29][C:28]([F:31])=[C:27]([F:32])[CH:26]=1)[C:7]([OH:40])=[O:6])(=[O:14])[CH3:13]. The catalyst class is: 161. (5) Reactant: [F:1][C:2]([F:18])([F:17])[C:3]1[CH:8]=[CH:7][C:6]([C:9]2[CH:14]=[CH:13][C:12]([CH2:15][NH2:16])=[CH:11][CH:10]=2)=[CH:5][CH:4]=1.F[C:20]1[CH:21]=[C:22]([CH:32]=[CH:33][C:34]=1[N+:35]([O-:37])=[O:36])[O:23][CH2:24][C:25]1[CH:30]=[CH:29][C:28]([CH3:31])=[CH:27][N:26]=1.CCN(C(C)C)C(C)C. Product: [CH3:31][C:28]1[CH:29]=[CH:30][C:25]([CH2:24][O:23][C:22]2[CH:21]=[CH:20][C:34]([N+:35]([O-:37])=[O:36])=[C:33]([CH:32]=2)[NH:16][CH2:15][C:12]2[CH:13]=[CH:14][C:9]([C:6]3[CH:5]=[CH:4][C:3]([C:2]([F:17])([F:18])[F:1])=[CH:8][CH:7]=3)=[CH:10][CH:11]=2)=[N:26][CH:27]=1. The catalyst class is: 10.